From a dataset of Cav3 T-type calcium channel HTS with 100,875 compounds. Binary Classification. Given a drug SMILES string, predict its activity (active/inactive) in a high-throughput screening assay against a specified biological target. (1) The compound is FC(F)(F)c1c(CN2CCN(CC2)Cc2ccccc2)cccc1. The result is 0 (inactive). (2) The molecule is FC(F)(F)c1ccc(Oc2ccc(C(=O)N3CCN(CC3)c3c(cccc3)C)cc2)nc1. The result is 1 (active). (3) The compound is s1c2c(nc3n(CCCCC3)c2=O)c(C(=O)NC2CCCCC2)c1C. The result is 0 (inactive). (4) The compound is Clc1cc(N2C(=O)C3C(NC(C3C2=O)c2c(O)cccc2)(CCC)C(O)=O)ccc1. The result is 0 (inactive). (5) The molecule is FC(F)(F)c1cc(NC(=O)Nc2c(n(nc2)CC)C(=O)N)ccc1. The result is 0 (inactive). (6) The compound is S1(=O)(=O)c2c(C(=O)c3c1cccc3)ccc(c2)C(=O)Nc1ccc(S(O)(=O)=O)cc1. The result is 0 (inactive). (7) The drug is s1c2CCCCCc2c(c1NC(=O)C)C#N. The result is 0 (inactive). (8) The drug is s1c(/C=C\C(=O)c2c(OC(=O)c3cc([N+]([O-])=O)ccc3)ccc(OC)c2)ccc1. The result is 0 (inactive).